From a dataset of Forward reaction prediction with 1.9M reactions from USPTO patents (1976-2016). Predict the product of the given reaction. (1) Given the reactants [CH2:1]([Sn:5](Cl)([CH2:10][CH2:11][CH2:12][CH3:13])[CH2:6][CH2:7][CH2:8][CH3:9])[CH2:2][CH2:3][CH3:4].[CH3:15][O:16][C:17]1[CH:22]=[CH:21][C:20]([Mg]Br)=[CH:19][CH:18]=1, predict the reaction product. The product is: [CH3:15][O:16][C:17]1[CH:22]=[CH:21][C:20]([Sn:5]([CH2:6][CH2:7][CH2:8][CH3:9])([CH2:10][CH2:11][CH2:12][CH3:13])[CH2:1][CH2:2][CH2:3][CH3:4])=[CH:19][CH:18]=1. (2) Given the reactants [F:1][C:2]1[CH:7]=[C:6]([F:8])[CH:5]=[CH:4][C:3]=1[C:9]1[S:13][C:12]([NH2:14])=[N:11][N:10]=1.[CH3:15][C:16]1([CH3:30])[CH:20]2[CH2:21][CH:22]([CH2:25][C:26](O)=[O:27])[CH2:23][CH2:24][N:19]2[C:18](=[O:29])[O:17]1, predict the reaction product. The product is: [F:1][C:2]1[CH:7]=[C:6]([F:8])[CH:5]=[CH:4][C:3]=1[C:9]1[S:13][C:12]([NH:14][C:26](=[O:27])[CH2:25][CH:22]2[CH2:23][CH2:24][N:19]3[C:18](=[O:29])[O:17][C:16]([CH3:15])([CH3:30])[CH:20]3[CH2:21]2)=[N:11][N:10]=1.